Dataset: Peptide-MHC class I binding affinity with 185,985 pairs from IEDB/IMGT. Task: Regression. Given a peptide amino acid sequence and an MHC pseudo amino acid sequence, predict their binding affinity value. This is MHC class I binding data. (1) The peptide sequence is GDYKLVEI. The MHC is HLA-C06:02 with pseudo-sequence HLA-C06:02. The binding affinity (normalized) is 0.102. (2) The peptide sequence is MVRRGVRSL. The MHC is HLA-B35:01 with pseudo-sequence HLA-B35:01. The binding affinity (normalized) is 0.425.